From a dataset of Full USPTO retrosynthesis dataset with 1.9M reactions from patents (1976-2016). Predict the reactants needed to synthesize the given product. (1) Given the product [CH2:38]([N:37]([CH3:36])[C:1]([C@@H:4]([NH:17][C:18](=[O:35])[O:19][CH2:20][CH2:21][N:22]1[CH2:23][CH2:24][N:25]([C:28]([O:30][C:31]([CH3:32])([CH3:34])[CH3:33])=[O:29])[CH2:26][CH2:27]1)[CH2:5][C:6]1[CH:7]=[CH:8][C:9]([O:12][C:13]([CH3:14])([CH3:15])[CH3:16])=[CH:10][CH:11]=1)=[O:3])[C:39]1[CH:44]=[CH:43][CH:42]=[CH:41][CH:40]=1, predict the reactants needed to synthesize it. The reactants are: [C:1]([C@@H:4]([NH:17][C:18](=[O:35])[O:19][CH2:20][CH2:21][N:22]1[CH2:27][CH2:26][N:25]([C:28]([O:30][C:31]([CH3:34])([CH3:33])[CH3:32])=[O:29])[CH2:24][CH2:23]1)[CH2:5][C:6]1[CH:11]=[CH:10][C:9]([O:12][C:13]([CH3:16])([CH3:15])[CH3:14])=[CH:8][CH:7]=1)([OH:3])=O.[CH3:36][NH:37][CH2:38][C:39]1[CH:44]=[CH:43][CH:42]=[CH:41][CH:40]=1.C1CN([P+](Br)(N2CCCC2)N2CCCC2)CC1.F[P-](F)(F)(F)(F)F.CCN(C(C)C)C(C)C. (2) Given the product [Cl:1][C:2]1[CH:10]=[C:9]2[C:5]([C:6]([C:11]([N:13]3[CH2:14][CH2:15][CH:16]([C:19]4[C:24]([O:25][CH3:26])=[CH:23][CH:22]=[CH:21][C:20]=4[O:27][CH3:28])[CH2:17][CH2:18]3)=[O:12])=[CH:7][N:8]2[CH2:30][C:31]2[CH:36]=[CH:35][N:34]=[CH:33][CH:32]=2)=[CH:4][CH:3]=1, predict the reactants needed to synthesize it. The reactants are: [Cl:1][C:2]1[CH:10]=[C:9]2[C:5]([C:6]([C:11]([N:13]3[CH2:18][CH2:17][CH:16]([C:19]4[C:24]([O:25][CH3:26])=[CH:23][CH:22]=[CH:21][C:20]=4[O:27][CH3:28])[CH2:15][CH2:14]3)=[O:12])=[CH:7][NH:8]2)=[CH:4][CH:3]=1.Cl[CH2:30][C:31]1[CH:36]=[CH:35][N:34]=[CH:33][CH:32]=1. (3) Given the product [C:1]([C:3]1[C:4]([O:20][CH2:21][C:22]([OH:24])=[O:23])=[N:5][C:6]([NH:9][C:10]2[N:11]=[CH:12][C:13]3[C:18]([CH:19]=2)=[CH:17][CH:16]=[CH:15][CH:14]=3)=[CH:7][N:8]=1)#[N:2], predict the reactants needed to synthesize it. The reactants are: [C:1]([C:3]1[C:4]([O:20][CH2:21][C:22]([O:24]CC)=[O:23])=[N:5][C:6]([NH:9][C:10]2[N:11]=[CH:12][C:13]3[C:18]([CH:19]=2)=[CH:17][CH:16]=[CH:15][CH:14]=3)=[CH:7][N:8]=1)#[N:2].[OH-].[Li+].CO. (4) Given the product [CH2:12]([NH:19][CH2:2][C:3]1[C:8]([CH3:9])=[C:7]([Cl:10])[N:6]=[N:5][C:4]=1[Cl:11])[C:13]1[CH:18]=[CH:17][CH:16]=[CH:15][CH:14]=1, predict the reactants needed to synthesize it. The reactants are: Br[CH2:2][C:3]1[C:8]([CH3:9])=[C:7]([Cl:10])[N:6]=[N:5][C:4]=1[Cl:11].[CH2:12]([NH2:19])[C:13]1[CH:18]=[CH:17][CH:16]=[CH:15][CH:14]=1. (5) Given the product [CH:5]1([CH2:4][N:15]2[C:16]3[C@@:17]4([CH3:27])[C:24]([CH3:26])([CH3:25])[C@H:20]([CH2:19][CH2:18]4)[C:21]=3[C:22](=[O:23])[N:14]2[C:8]2[CH:9]=[CH:10][C:11]([F:13])=[CH:12][C:7]=2[F:6])[CH2:3][CH2:2]1, predict the reactants needed to synthesize it. The reactants are: Br[CH2:2][CH:3]1[CH2:5][CH2:4]1.[F:6][C:7]1[CH:12]=[C:11]([F:13])[CH:10]=[CH:9][C:8]=1[N:14]1[C:22](=[O:23])[C:21]2[C@@H:20]3[C:24]([CH3:26])([CH3:25])[C@@:17]([CH3:27])([CH2:18][CH2:19]3)[C:16]=2[NH:15]1. (6) Given the product [N+:5]([C:8]1[C:9]2[C:14]3[CH:18]=[CH:17][S:16][C:15]=3[NH:27][C:26](=[O:25])[C:10]=2[CH:11]=[CH:12][CH:13]=1)([O-:7])=[O:6], predict the reactants needed to synthesize it. The reactants are: S(Cl)(Cl)=O.[N+:5]([C:8]1[CH:13]=[CH:12][CH:11]=[CH:10][C:9]=1[C:14]1[CH:18]=[CH:17][S:16][C:15]=1C(O)=O)([O-:7])=[O:6].C1[CH2:26][O:25]CC1.[N-:27]=[N+]=[N-].[Na+]. (7) Given the product [CH3:12][CH:11]([CH3:13])[CH2:10][NH:14][C:2]1[CH:9]=[CH:8][CH:7]=[CH:6][C:3]=1[C:4]#[N:5], predict the reactants needed to synthesize it. The reactants are: F[C:2]1[CH:9]=[CH:8][CH:7]=[CH:6][C:3]=1[C:4]#[N:5].[CH2:10]([NH2:14])[CH:11]([CH3:13])[CH3:12]. (8) Given the product [Cl:18][C:15]1[CH:16]=[CH:17][C:12]([CH:8]([C:5]2[CH:6]=[CH:7][C:2]([C:27]3[CH:28]=[N:29][NH:30][CH:31]=3)=[CH:3][CH:4]=2)[CH2:9][NH:10][CH3:11])=[CH:13][CH:14]=1, predict the reactants needed to synthesize it. The reactants are: Br[C:2]1[CH:7]=[CH:6][C:5]([CH:8]([C:12]2[CH:17]=[CH:16][C:15]([Cl:18])=[CH:14][CH:13]=2)[CH2:9][NH:10][CH3:11])=[CH:4][CH:3]=1.CC1(C)C(C)(C)OB([C:27]2[CH:28]=[N:29][NH:30][CH:31]=2)O1.[O-]P([O-])([O-])=O.[K+].[K+].[K+].